Dataset: Forward reaction prediction with 1.9M reactions from USPTO patents (1976-2016). Task: Predict the product of the given reaction. Given the reactants Br[C:2]1[C:3]([C:20]2[S:21][C:22]([Cl:25])=[CH:23][CH:24]=2)=[N:4][C:5]([NH:8][CH2:9][CH2:10][N:11]2[C:15]([CH3:17])([CH3:16])[C:14](=[O:18])[NH:13][C:12]2=[O:19])=[N:6][CH:7]=1.[C:26]1(B(O)O)[CH:31]=[CH:30][CH:29]=[CH:28][CH:27]=1, predict the reaction product. The product is: [Cl:25][C:22]1[S:21][C:20]([C:3]2[C:2]([C:26]3[CH:31]=[CH:30][CH:29]=[CH:28][CH:27]=3)=[CH:7][N:6]=[C:5]([NH:8][CH2:9][CH2:10][N:11]3[C:15]([CH3:17])([CH3:16])[C:14](=[O:18])[NH:13][C:12]3=[O:19])[N:4]=2)=[CH:24][CH:23]=1.